Task: Predict the reaction yield, written as a fraction of the theoretical maximum amount of product (1.0 means a 100% yield; for example, 0.34 means a 34% yield).. Dataset: Reaction yield outcomes from USPTO patents with 853,638 reactions (1) The reactants are [CH3:1][C:2]([CH3:10])([CH3:9])[CH2:3][C:4](=O)[CH2:5][C:6]#[N:7].[C:11]1([CH3:19])[CH:16]=[CH:15][C:14]([CH:17]=O)=[CH:13][CH:12]=1.N1CCCCC1.C(O)(=O)C.[NH2:30]/[C:31](/[CH3:37])=[CH:32]\[C:33]([O:35][CH3:36])=[O:34]. The catalyst is C1(C)C=CC=CC=1. The product is [C:6]([C:5]1[CH:17]([C:14]2[CH:15]=[CH:16][C:11]([CH3:19])=[CH:12][CH:13]=2)[C:32]([C:33]([O:35][CH3:36])=[O:34])=[C:31]([CH3:37])[NH:30][C:4]=1[CH2:3][C:2]([CH3:10])([CH3:9])[CH3:1])#[N:7]. The yield is 0.430. (2) The reactants are [NH2:1][CH2:2][C@@H:3]([OH:6])[CH2:4][OH:5].[CH3:7][C:8]1[CH:9]=[C:10]([C:25]2[S:29][C:28]([C:30](O)=[O:31])=[N:27][CH:26]=2)[CH:11]=[C:12]([NH:14][C:15]2[N:20]=[C:19]([C:21]([F:24])([F:23])[F:22])[CH:18]=[CH:17][N:16]=2)[CH:13]=1.C(N(CC)CC)C.F[P-](F)(F)(F)(F)F.N1(O[P+](N2CCCC2)(N2CCCC2)N2CCCC2)C2C=CC=CC=2N=N1. The catalyst is CN(C)C=O.O. The product is [OH:6][C@@H:3]([CH2:4][OH:5])[CH2:2][NH:1][C:30]([C:28]1[S:29][C:25]([C:10]2[CH:11]=[C:12]([NH:14][C:15]3[N:20]=[C:19]([C:21]([F:24])([F:22])[F:23])[CH:18]=[CH:17][N:16]=3)[CH:13]=[C:8]([CH3:7])[CH:9]=2)=[CH:26][N:27]=1)=[O:31]. The yield is 0.820. (3) The reactants are Cl[C:2]1[N:6]([CH3:7])[N:5]=[C:4]([CH3:8])[C:3]=1[CH:9]=[O:10].C(=O)([O-])[O-].[Na+].[Na+].CC1(C)C(C)(C)OB([C:25]2[CH:26]=[C:27]3[C:32](=[CH:33][CH:34]=2)[O:31][CH2:30][CH2:29][CH2:28]3)O1. The product is [O:31]1[C:32]2[CH:33]=[CH:34][C:25]([C:2]3[N:6]([CH3:7])[N:5]=[C:4]([CH3:8])[C:3]=3[CH:9]=[O:10])=[CH:26][C:27]=2[CH2:28][CH2:29][CH2:30]1. The yield is 0.340. The catalyst is C(COC)OC.O.C1(P(C2C=CC=CC=2)C2C=CC=CC=2)C=CC=CC=1.C1(P(C2C=CC=CC=2)C2C=CC=CC=2)C=CC=CC=1.C1(P(C2C=CC=CC=2)C2C=CC=CC=2)C=CC=CC=1.C1(P(C2C=CC=CC=2)C2C=CC=CC=2)C=CC=CC=1.[Pd]. (4) The reactants are C[O:2][C:3](=[O:14])[C:4]1[CH:13]=[CH:12][C:7]([C:8]([NH:10][CH3:11])=[O:9])=[CH:6][CH:5]=1.C(=O)([O-])[O-].[K+].[K+]. The catalyst is CO.O.[OH-].[Na+]. The product is [CH3:11][NH:10][C:8](=[O:9])[C:7]1[CH:12]=[CH:13][C:4]([C:3]([OH:14])=[O:2])=[CH:5][CH:6]=1. The yield is 0.760. (5) The reactants are [Cl:1][C:2]1[C:3]([N+:16]([O-])=O)=[CH:4][C:5]([N+:13]([O-])=O)=[C:6](/[CH:8]=[CH:9]/N(C)C)[CH:7]=1. The catalyst is [Ni].CCO. The product is [Cl:1][C:2]1[CH:7]=[C:6]2[C:5](=[CH:4][C:3]=1[NH2:16])[NH:13][CH:9]=[CH:8]2. The yield is 0.160. (6) The reactants are [NH2:1][C:2]1[N:7]=[C:6]([N:8]([CH3:15])[C:9]2[CH:14]=[CH:13][CH:12]=[CH:11][CH:10]=2)[N:5]=[C:4]([C:16]2[N:20]=[C:19]([C:21]3[C:22]([OH:27])=[N:23][CH:24]=[CH:25][CH:26]=3)[O:18][N:17]=2)[N:3]=1.[C:28](=O)([O-])[O-].[K+].[K+].CI. The catalyst is CN(C=O)C. The product is [CH3:28][O:27][C:22]1[C:21]([C:19]2[O:18][N:17]=[C:16]([C:4]3[N:5]=[C:6]([N:8]([CH3:15])[C:9]4[CH:10]=[CH:11][CH:12]=[CH:13][CH:14]=4)[N:7]=[C:2]([NH2:1])[N:3]=3)[N:20]=2)=[CH:26][CH:25]=[CH:24][N:23]=1. The yield is 0.380. (7) The reactants are Br[C:2]1[CH:3]=[C:4]([C:7]([O:9][CH3:10])=[O:8])[S:5][CH:6]=1.C([O-])([O-])=O.[K+].[K+].[CH2:17]([N:19]1[C:23](B2OC(C)(C)C(C)(C)O2)=[CH:22][CH:21]=[N:20]1)[CH3:18]. The catalyst is O1CCOCC1.O.C1C=CC([P]([Pd]([P](C2C=CC=CC=2)(C2C=CC=CC=2)C2C=CC=CC=2)([P](C2C=CC=CC=2)(C2C=CC=CC=2)C2C=CC=CC=2)[P](C2C=CC=CC=2)(C2C=CC=CC=2)C2C=CC=CC=2)(C2C=CC=CC=2)C2C=CC=CC=2)=CC=1. The product is [CH2:17]([N:19]1[C:23]([C:2]2[CH:3]=[C:4]([C:7]([O:9][CH3:10])=[O:8])[S:5][CH:6]=2)=[CH:22][CH:21]=[N:20]1)[CH3:18]. The yield is 0.660. (8) The reactants are [C:1]([O:5][C:6](=[O:38])[N:7]([CH2:9][CH2:10][C:11]1[C@H:16]([O:17][C:18]2[CH:23]=[C:22]([CH:24]=[CH2:25])[CH:21]=[CH:20][C:19]=2[O:26]COC)[C@@H:15]([O:30][Si:31]([C:34]([CH3:37])([CH3:36])[CH3:35])([CH3:33])[CH3:32])[CH2:14][CH2:13][CH:12]=1)[CH3:8])([CH3:4])([CH3:3])[CH3:2].C(S)CCCCCCCCCCC.C([O-])(O)=O.[Na+]. The catalyst is C(Cl)Cl.[Zn+2].[Br-].[Br-]. The product is [C:1]([O:5][C:6](=[O:38])[N:7]([CH2:9][CH2:10][C:11]1[C@H:16]([O:17][C:18]2[CH:23]=[C:22]([CH:24]=[CH2:25])[CH:21]=[CH:20][C:19]=2[OH:26])[C@@H:15]([O:30][Si:31]([C:34]([CH3:37])([CH3:36])[CH3:35])([CH3:33])[CH3:32])[CH2:14][CH2:13][CH:12]=1)[CH3:8])([CH3:2])([CH3:4])[CH3:3]. The yield is 0.930.